From a dataset of Forward reaction prediction with 1.9M reactions from USPTO patents (1976-2016). Predict the product of the given reaction. Given the reactants [Br:1][C:2]1[CH:7]=[CH:6][CH:5]=[C:4]([S:8][CH3:9])[N:3]=1.BrC1C=CC(S(C)=[O:18])=NC=1, predict the reaction product. The product is: [Br:1][C:2]1[CH:7]=[CH:6][CH:5]=[C:4]([S:8]([CH3:9])=[O:18])[N:3]=1.